The task is: Predict the reaction yield, written as a fraction of the theoretical maximum amount of product (1.0 means a 100% yield; for example, 0.34 means a 34% yield).. This data is from Reaction yield outcomes from USPTO patents with 853,638 reactions. (1) The reactants are [ClH:1].[O:2]=[C:3]1[NH:7][C:6](=[O:8])[CH:5]([CH2:9][C:10]2[CH:45]=[CH:44][C:13]([O:14][CH2:15][C:16]([NH:18][C:19]3[CH:41]=[CH:40][C:22]([O:23][C:24]4[CH:29]=[C:28]([CH3:30])[C:27]([NH:31]C(=O)OC(C)(C)C)=[C:26]([CH3:39])[CH:25]=4)=[CH:21][C:20]=3[NH:42][CH3:43])=O)=[CH:12][CH:11]=2)[S:4]1. The catalyst is CO. The product is [OH2:2].[ClH:1].[ClH:1].[NH2:31][C:27]1[C:26]([CH3:39])=[CH:25][C:24]([O:23][C:22]2[CH:40]=[CH:41][C:19]3[N:18]=[C:16]([CH2:15][O:14][C:13]4[CH:12]=[CH:11][C:10]([CH2:9][CH:5]5[S:4][C:3](=[O:2])[NH:7][C:6]5=[O:8])=[CH:45][CH:44]=4)[N:42]([CH3:43])[C:20]=3[CH:21]=2)=[CH:29][C:28]=1[CH3:30]. The yield is 0.690. (2) The product is [CH3:11][C:2]1[S:16][C:15]([CH2:14][C:12]#[N:13])=[N:17][C:3]=1[C:5]1[CH:10]=[CH:9][CH:8]=[CH:7][CH:6]=1. The yield is 0.560. No catalyst specified. The reactants are Br[CH:2]([CH3:11])[C:3]([C:5]1[CH:10]=[CH:9][CH:8]=[CH:7][CH:6]=1)=O.[C:12]([CH2:14][C:15]([NH2:17])=[S:16])#[N:13]. (3) The reactants are [Na].[CH:2]12[O:7][CH:6]1[CH2:5][N:4]([C:8]([O:10][C:11]([CH3:14])([CH3:13])[CH3:12])=[O:9])[CH2:3]2.[C:15]1([CH2:21][OH:22])[CH:20]=[CH:19][CH:18]=[CH:17][CH:16]=1. The catalyst is O. The product is [CH2:21]([O:22][CH:6]1[CH:2]([OH:7])[CH2:3][N:4]([C:8]([O:10][C:11]([CH3:14])([CH3:13])[CH3:12])=[O:9])[CH2:5]1)[C:15]1[CH:20]=[CH:19][CH:18]=[CH:17][CH:16]=1. The yield is 0.380. (4) The reactants are [CH3:1][O:2][C:3]([C:5]1[CH:6]=[C:7]2[C:12](=[CH:13][CH:14]=1)[NH:11][CH:10]([C:15]1[CH:16]=[C:17]([CH:21]=[CH:22][CH:23]=1)[C:18](O)=[O:19])[C:9]([CH3:25])([CH3:24])[CH2:8]2)=[O:4].O[N:27]1[C:31]2[CH:32]=[CH:33][CH:33]=[CH:32][C:31]=2[N:27]=N1.CN(C)CCCN=C=NCC.Cl.CN1CCOCC1.C1(N)CC1. The catalyst is ClCCl.C(OCC)(=O)C. The product is [CH:31]1([NH:27][C:18]([C:17]2[CH:16]=[C:15]([CH:10]3[C:9]([CH3:24])([CH3:25])[CH2:8][C:7]4[C:12](=[CH:13][CH:14]=[C:5]([C:3]([O:2][CH3:1])=[O:4])[CH:6]=4)[NH:11]3)[CH:23]=[CH:22][CH:21]=2)=[O:19])[CH2:32][CH2:33]1. The yield is 0.705. (5) The reactants are Br[C:2]1[CH:3]=[C:4]([C:8]#[C:9][Si:10]([CH3:13])([CH3:12])[CH3:11])[CH:5]=[CH:6][CH:7]=1.[F:14][C:15]1[C:20](B(O)O)=[CH:19][CH:18]=[CH:17][N:16]=1.C(=O)([O-])[O-].[Na+].[Na+]. The catalyst is COCCOC.O.C1C=CC([P]([Pd]([P](C2C=CC=CC=2)(C2C=CC=CC=2)C2C=CC=CC=2)([P](C2C=CC=CC=2)(C2C=CC=CC=2)C2C=CC=CC=2)[P](C2C=CC=CC=2)(C2C=CC=CC=2)C2C=CC=CC=2)(C2C=CC=CC=2)C2C=CC=CC=2)=CC=1. The product is [F:14][C:15]1[C:20]([C:2]2[CH:7]=[CH:6][CH:5]=[C:4]([C:8]#[C:9][Si:10]([CH3:13])([CH3:12])[CH3:11])[CH:3]=2)=[CH:19][CH:18]=[CH:17][N:16]=1. The yield is 0.910. (6) The reactants are [C:1]([O:9][C@H:10]1[C@H:16]2[CH2:17][N:18]([C:19]([O:21][C:22](=O)[C:23]3[CH:28]=[CH:27][CH:26]=[CH:25][CH:24]=3)=[O:20])[C@@H:11]1[C@H:12]([O:15]2)[O:13]C)(=[O:8])[C:2]1[CH:7]=[CH:6][CH:5]=[CH:4][CH:3]=1.[BH4-].[Na+].[Cl-].[NH4+]. The catalyst is FC(F)(F)C(O)=O.O.O. The product is [C:1]([O:9][C@H:10]1[C@H:16]([OH:15])[CH2:17][N:18]([C:19]([O:21][CH2:22][C:23]2[CH:28]=[CH:27][CH:26]=[CH:25][CH:24]=2)=[O:20])[C@@H:11]1[CH2:12][OH:13])(=[O:8])[C:2]1[CH:7]=[CH:6][CH:5]=[CH:4][CH:3]=1. The yield is 0.890. (7) The reactants are [Cl:1][C:2]1[C:3]2[C:7]([CH:8]=[CH:9][CH:10]=1)=[N:6][N:5]1[C:11]([C@H:16]3[CH2:21][CH2:20][N:19](C(OC(C)(C)C)=O)[C@@H:18]([CH3:29])[CH2:17]3)=[CH:12][C:13](=[O:15])[NH:14][C:4]=21.Cl. The catalyst is CO.O1CCOCC1. The product is [ClH:1].[Cl:1][C:2]1[C:3]2[C:7]([CH:8]=[CH:9][CH:10]=1)=[N:6][N:5]1[C:11]([C@H:16]3[CH2:21][CH2:20][NH:19][C@@H:18]([CH3:29])[CH2:17]3)=[CH:12][C:13](=[O:15])[NH:14][C:4]=21. The yield is 0.660. (8) The reactants are [CH3:1][C:2]1[CH:7]=[CH:6][C:5]([S:8]([O:11][CH2:12][CH:13]2[CH2:17][C:16]3[C:18]([F:23])=[CH:19][CH:20]=[C:21](Br)[C:15]=3[O:14]2)(=[O:10])=[O:9])=[CH:4][CH:3]=1.[C:24]1(B(O)O)[CH:29]=[CH:28][CH:27]=[CH:26][CH:25]=1.C(=O)([O-])[O-].[K+].[K+].CC1C=CC(S(OCC2CC3C(C4C=CC=CC=4)=CC=CC=3O2)(=O)=O)=CC=1. The catalyst is CC1C=CC=CC=1[P](C1C=CC=CC=1C)([Pd](Cl)(Cl)[P](C1=C(C)C=CC=C1)(C1C=CC=CC=1C)C1C=CC=CC=1C)C1C=CC=CC=1C. The product is [CH3:1][C:2]1[CH:7]=[CH:6][C:5]([S:8]([O:11][CH2:12][CH:13]2[CH2:17][C:16]3[C:18]([F:23])=[CH:19][CH:20]=[C:21]([C:24]4[CH:29]=[CH:28][CH:27]=[CH:26][CH:25]=4)[C:15]=3[O:14]2)(=[O:10])=[O:9])=[CH:4][CH:3]=1. The yield is 0.540. (9) The reactants are [Cl:1][C:2]1[N:10]=[C:9]([Cl:11])[CH:8]=[CH:7][C:3]=1[C:4](Cl)=[O:5].[NH2:12][CH:13]1[CH2:18][CH2:17][O:16][CH2:15][CH2:14]1.C(N(C(C)C)C(C)C)C. The catalyst is C(Cl)Cl. The product is [Cl:1][C:2]1[N:10]=[C:9]([Cl:11])[CH:8]=[CH:7][C:3]=1[C:4]([NH:12][CH:13]1[CH2:18][CH2:17][O:16][CH2:15][CH2:14]1)=[O:5]. The yield is 0.920.